Predict the reaction yield, written as a fraction of the theoretical maximum amount of product (1.0 means a 100% yield; for example, 0.34 means a 34% yield). From a dataset of Reaction yield outcomes from USPTO patents with 853,638 reactions. The reactants are [CH3:1][C:2]([NH2:5])([CH3:4])[CH3:3].C([O-])([O-])=O.[K+].[K+].[C:12]1([S:18](Cl)(=[O:20])=[O:19])[CH:17]=[CH:16][CH:15]=[CH:14][CH:13]=1. The catalyst is C1COCC1.O. The product is [C:2]([NH:5][S:18]([C:12]1[CH:17]=[CH:16][CH:15]=[CH:14][CH:13]=1)(=[O:20])=[O:19])([CH3:4])([CH3:3])[CH3:1]. The yield is 0.900.